From a dataset of Full USPTO retrosynthesis dataset with 1.9M reactions from patents (1976-2016). Predict the reactants needed to synthesize the given product. Given the product [CH2:23]([O:22][C:20]([N:16]1[CH2:17][CH2:18][CH2:19][C:15]1([C:13]1[O:1][C:2]2[C:7]([C:8]([O:10][CH3:11])=[O:9])=[CH:6][CH:5]=[CH:4][C:3]=2[N:12]=1)[CH3:30])=[O:21])[C:24]1[CH:25]=[CH:26][CH:27]=[CH:28][CH:29]=1, predict the reactants needed to synthesize it. The reactants are: [OH:1][C:2]1[C:7]([C:8]([O:10][CH3:11])=[O:9])=[CH:6][CH:5]=[CH:4][C:3]=1[NH:12][C:13]([C:15]1([CH3:30])[CH2:19][CH2:18][CH2:17][N:16]1[C:20]([O:22][CH2:23][C:24]1[CH:29]=[CH:28][CH:27]=[CH:26][CH:25]=1)=[O:21])=O.N1C=CC=CC=1.S(Cl)(Cl)=O.